This data is from Forward reaction prediction with 1.9M reactions from USPTO patents (1976-2016). The task is: Predict the product of the given reaction. Given the reactants [CH:1]1([CH2:4][O:5][C:6]2[CH:14]=[CH:13][C:9]3[O:10][CH2:11][O:12][C:8]=3[C:7]=2[C:15]2[C:16]3[NH:23][CH:22]=[C:21]([C:24](O)=[O:25])[C:17]=3[N:18]=[CH:19][N:20]=2)[CH2:3][CH2:2]1.CCN(C(C)C)C(C)C.CN(C(ON1N=NC2C=CC=CC1=2)=[N+](C)C)C.F[P-](F)(F)(F)(F)F.Cl.[NH2:61][C@H:62]([CH2:92][CH2:93][C:94]1[CH:99]=[CH:98][CH:97]=[CH:96][CH:95]=1)[C:63]([N:65]1[CH2:70][CH2:69][CH:68]([N:71]2[N:80]=[C:79]([C:81]3[CH:86]=[CH:85][C:84]([O:87][CH3:88])=[C:83]([O:89][CH3:90])[CH:82]=3)[C@@H:78]3[C@@H:73]([CH2:74][CH2:75][CH2:76][CH2:77]3)[C:72]2=[O:91])[CH2:67][CH2:66]1)=[O:64].C(=O)(O)[O-].[Na+], predict the reaction product. The product is: [CH:1]1([CH2:4][O:5][C:6]2[CH:14]=[CH:13][C:9]3[O:10][CH2:11][O:12][C:8]=3[C:7]=2[C:15]2[C:16]3[NH:23][CH:22]=[C:21]([C:24]([NH:61][C@H:62]([CH2:92][CH2:93][C:94]4[CH:95]=[CH:96][CH:97]=[CH:98][CH:99]=4)[C:63]([N:65]4[CH2:66][CH2:67][CH:68]([N:71]5[N:80]=[C:79]([C:81]6[CH:86]=[CH:85][C:84]([O:87][CH3:88])=[C:83]([O:89][CH3:90])[CH:82]=6)[C@@H:78]6[C@@H:73]([CH2:74][CH2:75][CH2:76][CH2:77]6)[C:72]5=[O:91])[CH2:69][CH2:70]4)=[O:64])=[O:25])[C:17]=3[N:18]=[CH:19][N:20]=2)[CH2:2][CH2:3]1.